The task is: Predict the reactants needed to synthesize the given product.. This data is from Full USPTO retrosynthesis dataset with 1.9M reactions from patents (1976-2016). (1) Given the product [C:1]([NH:5][C:6]1[C:15]2[CH:14]=[CH:13][CH:12]=[C:11]([C:16]([NH:52][C:53]3[CH:54]=[C:55]([NH:60][C:61](=[O:72])[C:62]4[CH:67]=[CH:66][CH:65]=[C:64]([C:68]([F:69])([F:70])[F:71])[CH:63]=4)[CH:56]=[CH:57][C:58]=3[CH3:59])=[O:18])[C:10]=2[CH:9]=[CH:8][N:7]=1)([CH3:2])([CH3:3])[CH3:4], predict the reactants needed to synthesize it. The reactants are: [C:1]([NH:5][C:6]1[C:15]2[CH:14]=[CH:13][CH:12]=[C:11]([C:16]([OH:18])=O)[C:10]=2[CH:9]=[CH:8][N:7]=1)([CH3:4])([CH3:3])[CH3:2].CN(C(ON1N=NC2C=CC=NC1=2)=[N+](C)C)C.F[P-](F)(F)(F)(F)F.CCN(C(C)C)C(C)C.[NH2:52][C:53]1[CH:54]=[C:55]([NH:60][C:61](=[O:72])[C:62]2[CH:67]=[CH:66][CH:65]=[C:64]([C:68]([F:71])([F:70])[F:69])[CH:63]=2)[CH:56]=[CH:57][C:58]=1[CH3:59]. (2) Given the product [N:1]1[N:5]2[C:6]3[C:11]([CH:12]=[CH:13][C:4]2=[N:3][CH:2]=1)=[CH:10][C:9]([S:14][C:15]1[CH:16]=[C:17]([C:21]2([C:27]#[N:29])[CH2:22][CH2:23][O:24][CH2:25][CH2:26]2)[CH:18]=[CH:19][CH:20]=1)=[CH:8][CH:7]=3, predict the reactants needed to synthesize it. The reactants are: [N:1]1[N:5]2[C:6]3[C:11]([CH:12]=[CH:13][C:4]2=[N:3][CH:2]=1)=[CH:10][C:9]([S:14][C:15]1[CH:16]=[C:17]([C:21]2([C:27]([NH2:29])=O)[CH2:26][CH2:25][O:24][CH2:23][CH2:22]2)[CH:18]=[CH:19][CH:20]=1)=[CH:8][CH:7]=3.COC1(C2C=C(SC3C=C4C(=CC=3)N3N=CN=C3C=C4)C=CC=2)CCOCC1.N1N2C3C(C=CC2=NC=1)=CC(SC1C=C(C2(O)CCOCC2)C=CC=1)=CC=3.N1N2C3C(C=CC2=NC=1)=CC(SC1N=C(C2(C#N)CCOCC2)C=CC=1)=CC=3.N1N2C3C(C=CC2=NC=1)=CC(SC1N=C(C2(C(N)=O)CCOCC2)C=CC=1)=CC=3. (3) Given the product [CH2:1]([C:5]1[N:6]=[C:7]([C:22]2[CH:23]=[CH:24][C:25]([C:28]([F:29])([F:31])[F:30])=[CH:26][CH:27]=2)[S:8][C:9]=1[CH2:10][O:11][C:12]1[CH:19]=[CH:18][C:15]([C:16]#[N:17])=[C:14]([S:20]([CH3:21])=[O:40])[CH:13]=1)[CH2:2][CH2:3][CH3:4], predict the reactants needed to synthesize it. The reactants are: [CH2:1]([C:5]1[N:6]=[C:7]([C:22]2[CH:27]=[CH:26][C:25]([C:28]([F:31])([F:30])[F:29])=[CH:24][CH:23]=2)[S:8][C:9]=1[CH2:10][O:11][C:12]1[CH:19]=[CH:18][C:15]([C:16]#[N:17])=[C:14]([S:20][CH3:21])[CH:13]=1)[CH2:2][CH2:3][CH3:4].ClC1C=CC=C(C(OO)=[O:40])C=1.[Na]. (4) Given the product [Cl:1][C:2]1[CH:26]=[CH:25][C:5]([CH2:6][N:7]2[C:15]3[C:10](=[CH:11][C:12]([CH:16]=[C:17]4[S:21][C:20]([N:34]5[CH2:35][CH:32]([F:31])[CH2:33]5)=[N:19][C:18]4=[O:24])=[CH:13][CH:14]=3)[CH:9]=[N:8]2)=[C:4]([C:27]([F:28])([F:30])[F:29])[CH:3]=1, predict the reactants needed to synthesize it. The reactants are: [Cl:1][C:2]1[CH:26]=[CH:25][C:5]([CH2:6][N:7]2[C:15]3[C:10](=[CH:11][C:12]([CH:16]=[C:17]4[S:21][C:20](SC)=[N:19][C:18]4=[O:24])=[CH:13][CH:14]=3)[CH:9]=[N:8]2)=[C:4]([C:27]([F:30])([F:29])[F:28])[CH:3]=1.[F:31][CH:32]1[CH2:35][NH:34][CH2:33]1. (5) The reactants are: [CH:1]1[C:6]([C:7]2[C:16](=[O:17])[C:15]3[CH:14]=[CH:13][C:12](O[C@@H]4O[C@H](CO)[C@@H](O)[C@H](O)[C@H]4O)=[CH:11][C:10]=3[O:9][CH:8]=2)=[CH:5][CH:4]=[C:3](O)[CH:2]=1.C1C(C2C(=O)C3C(O)=CC(O[C@@H]4O[C@H](CO)[C@@H](O)[C@H](O)[C@H]4O)=CC=3OC=2)=CC=C(O)C=1.COC1C=C2C(C(C3C=CC(O)=CC=3)=COC2=CC=1O[C@@H]1O[C@H](CO)[C@@H](O)[C@H](O)[C@H]1O)=O.C1C(C2C(=O)C3C=CC(O)=CC=3OC=2)=CC=C(O)C=1.C1C(C2C(=O)C3C(O)=CC(O)=CC=3OC=2)=CC=C(O)C=1.COC1C=C2C(=O)C(C3C=CC(O)=CC=3)=COC2=CC=1O.C1C(C2C(=O)C3C=CC(O[C@@H]4O[C@H](COC(CC(O)=O)=O)[C@@H](O)[C@H](O)[C@H]4O)=CC=3OC=2)=CC=C(O)C=1.C1C(C2C(=O)C3C(=CC(O[C@@H]4O[C@H](COC(CC(O)=O)=O)[C@@H](O)[C@H](O)[C@H]4O)=CC=3O)OC=2)=CC=C(O)C=1.COC1C=C2C(C(C3C=CC(O)=CC=3)=COC2=CC=1O[C@@H]1O[C@H](COC(CC(O)=O)=O)[C@@H](O)[C@H](O)[C@H]1O)=O.COC[C@H]1O[C@@H](OC2C=CC3C(C(C4C=CC(O)=CC=4)=COC=3C=2)=O)[C@H](O)[C@@H](O)[C@@H]1O.CC(OC[C@H]1O[C@@H](OC2C=C3OC=C(C4C=CC(O)=CC=4)C(=O)C3=CC=2OC)[C@H](O)[C@@H](O)[C@@H]1O)=O. Given the product [O:9]1[C:10]2[C:15](=[CH:14][CH:13]=[CH:12][CH:11]=2)[C:16](=[O:17])[C:7]([C:6]2[CH:1]=[CH:2][CH:3]=[CH:4][CH:5]=2)=[CH:8]1, predict the reactants needed to synthesize it.